Task: Predict which catalyst facilitates the given reaction.. Dataset: Catalyst prediction with 721,799 reactions and 888 catalyst types from USPTO (1) Reactant: [CH3:1][N:2]1[C@@H:7]2[C@@H:8]3[O:10][C@@H:9]3[C@H:3]1[CH2:4][C@@H:5]([O:11]C([C@@H](C1C=CC=CC=1)CO)=O)[CH2:6]2.O.O.O.Br.[BH4-].[Na+].O.[ClH:30]. Product: [CH3:1][N:2]1[C@@H:7]2[C@@H:8]3[O:10][C@@H:9]3[C@H:3]1[CH2:4][CH:5]([OH:11])[CH2:6]2.[ClH:30]. The catalyst class is: 621. (2) Reactant: [S:1]1[CH:5]=[CH:4][CH:3]=[C:2]1B(O)O.[CH2:9]([O:13][C:14]1[CH:19]=[CH:18][C:17](Br)=[CH:16][CH:15]=1)[CH2:10][CH2:11][CH3:12].C(=O)([O-])[O-].[Na+].[Na+].ClCCl. Product: [CH2:9]([O:13][C:14]1[CH:19]=[CH:18][C:17]([C:2]2[S:1][CH:5]=[CH:4][CH:3]=2)=[CH:16][CH:15]=1)[CH2:10][CH2:11][CH3:12]. The catalyst class is: 104. (3) Reactant: Cl[C:2]1[C:7]([Cl:8])=[CH:6][C:5]([C:9]([F:12])([F:11])[F:10])=[CH:4][N:3]=1.O.[NH2:14][NH2:15]. Product: [Cl:8][C:7]1[C:2]([NH:14][NH2:15])=[N:3][CH:4]=[C:5]([C:9]([F:12])([F:11])[F:10])[CH:6]=1. The catalyst class is: 8. (4) Reactant: [CH2:1]([O:3][C:4]([C:6]1[N:7](C(=O)C)[C:8]2[C:13]([C:14]=1[NH2:15])=[CH:12][CH:11]=[C:10]([C:16]1[CH:21]=[CH:20][CH:19]=[CH:18][CH:17]=1)[CH:9]=2)=[O:5])[CH3:2].C(O)C. Product: [NH2:15][C:14]1[C:13]2[C:8](=[CH:9][C:10]([C:16]3[CH:21]=[CH:20][CH:19]=[CH:18][CH:17]=3)=[CH:11][CH:12]=2)[NH:7][C:6]=1[C:4]([O:3][CH2:1][CH3:2])=[O:5]. The catalyst class is: 6.